This data is from Catalyst prediction with 721,799 reactions and 888 catalyst types from USPTO. The task is: Predict which catalyst facilitates the given reaction. (1) Reactant: [CH2:1]([C:5]1[N:6]=[C:7]([CH3:27])[NH:8][C:9](=[O:26])[C:10]=1[CH2:11][C:12]1[CH:17]=[CH:16][C:15]([C:18]2[C:19]([C:24]#[N:25])=[CH:20][CH:21]=[CH:22][CH:23]=2)=[CH:14][CH:13]=1)[CH2:2][CH2:3][CH3:4].N(C(N1CCCCC1)=O)=NC(N1CCCCC1)=O.C(P(CCCC)CCCC)CCC.[CH3:59][C:60]1[S:61][C:62]([CH2:66]O)=[C:63]([CH3:65])[N:64]=1. Product: [CH2:1]([C:5]1[N:6]=[C:7]([CH3:27])[N:8]([CH2:66][C:62]2[S:61][C:60]([CH3:59])=[N:64][C:63]=2[CH3:65])[C:9](=[O:26])[C:10]=1[CH2:11][C:12]1[CH:17]=[CH:16][C:15]([C:18]2[C:19]([C:24]#[N:25])=[CH:20][CH:21]=[CH:22][CH:23]=2)=[CH:14][CH:13]=1)[CH2:2][CH2:3][CH3:4]. The catalyst class is: 362. (2) Reactant: Cl[C:2]1[C:11]2[C:6](=[CH:7][CH:8]=[C:9]([CH3:12])[CH:10]=2)[N:5]=[C:4]([N:13]2[CH2:19][C:18]3[CH:20]=[CH:21][CH:22]=[CH:23][C:17]=3[S:16](=[O:25])(=[O:24])[CH2:15][CH2:14]2)[CH:3]=1.[NH2:26][CH:27]([CH2:30][OH:31])[CH2:28][OH:29]. Product: [O:24]=[S:16]1(=[O:25])[C:17]2[CH:23]=[CH:22][CH:21]=[CH:20][C:18]=2[CH2:19][N:13]([C:4]2[CH:3]=[C:2]([NH:26][CH:27]([CH2:30][OH:31])[CH2:28][OH:29])[C:11]3[C:6](=[CH:7][CH:8]=[C:9]([CH3:12])[CH:10]=3)[N:5]=2)[CH2:14][CH2:15]1. The catalyst class is: 264. (3) Reactant: [CH3:1][S:2](Cl)(=[O:4])=[O:3].[NH2:6][C:7]1[C:27]([C:28]2[CH:33]=[CH:32][CH:31]=[CH:30][CH:29]=2)=[CH:26][C:10]2[C:11]([C:21]([O:23][CH2:24][CH3:25])=[O:22])=[C:12]([C:14]3[CH:19]=[CH:18][C:17]([F:20])=[CH:16][CH:15]=3)[O:13][C:9]=2[CH:8]=1.N1C=CC=CC=1. Product: [F:20][C:17]1[CH:18]=[CH:19][C:14]([C:12]2[O:13][C:9]3[CH:8]=[C:7]([NH:6][S:2]([CH3:1])(=[O:4])=[O:3])[C:27]([C:28]4[CH:29]=[CH:30][CH:31]=[CH:32][CH:33]=4)=[CH:26][C:10]=3[C:11]=2[C:21]([O:23][CH2:24][CH3:25])=[O:22])=[CH:15][CH:16]=1. The catalyst class is: 2. (4) Product: [CH2:22]([N:29]1[C:38](=[O:39])[C:37]2[C:32](=[CH:33][C:34]([O:41][CH3:42])=[C:35]([O:11][CH:12]3[CH2:21][CH2:20][C:15]4([O:19][CH2:18][CH2:17][O:16]4)[CH2:14][CH2:13]3)[CH:36]=2)[N:31]=[CH:30]1)[C:23]1[CH:24]=[CH:25][CH:26]=[CH:27][CH:28]=1. Reactant: C(=O)([O-])[O-].[K+].[K+].CS([O:11][CH:12]1[CH2:21][CH2:20][C:15]2([O:19][CH2:18][CH2:17][O:16]2)[CH2:14][CH2:13]1)(=O)=O.[CH2:22]([N:29]1[C:38](=[O:39])[C:37]2[C:32](=[CH:33][C:34]([O:41][CH3:42])=[C:35](O)[CH:36]=2)[N:31]=[CH:30]1)[C:23]1[CH:28]=[CH:27][CH:26]=[CH:25][CH:24]=1.O. The catalyst class is: 9. (5) Reactant: [CH:1]([C:3]1[CH:4]=[CH:5][C:6]([O:18][CH:19]2[CH2:22][N:21]([C:23]([O:25][C:26]([CH3:29])([CH3:28])[CH3:27])=[O:24])[CH2:20]2)=[C:7]([C:9]2[CH:14]=[CH:13][C:12]([S:15]([CH3:17])=[O:16])=[CH:11][CH:10]=2)[CH:8]=1)=O.[NH2:30][C:31]1[CH:39]=[C:38]([F:40])[CH:37]=[C:36]([F:41])[C:32]=1[C:33]([NH2:35])=[O:34].CC1C=CC(S(O)(=O)=O)=CC=1.OS([O-])=O.[Na+]. Product: [F:41][C:36]1[CH:37]=[C:38]([F:40])[CH:39]=[C:31]2[C:32]=1[C:33](=[O:34])[NH:35][C:1]([C:3]1[CH:4]=[CH:5][C:6]([O:18][CH:19]3[CH2:22][N:21]([C:23]([O:25][C:26]([CH3:29])([CH3:28])[CH3:27])=[O:24])[CH2:20]3)=[C:7]([C:9]3[CH:14]=[CH:13][C:12]([S:15]([CH3:17])=[O:16])=[CH:11][CH:10]=3)[CH:8]=1)=[N:30]2. The catalyst class is: 287. (6) Reactant: Br[C:2](Br)=[CH:3][C:4]1[CH:5]=[N:6][CH:7]=[CH:8][C:9]=1[O:10][CH3:11].[Li]CCCC.CCCCC.[NH4+].[Cl-]. Product: [CH3:11][O:10][C:9]1[CH:8]=[CH:7][N:6]=[CH:5][C:4]=1[C:3]#[CH:2]. The catalyst class is: 90. (7) Reactant: [H-].[Al+3].[Li+].[H-].[H-].[H-].O1CCCC1.C[O:13][C:14](=O)[C:15]1[CH:20]=[CH:19][C:18]([C:21]2[CH:26]=[CH:25][CH:24]=[CH:23][CH:22]=2)=[N:17][C:16]=1[Cl:27]. Product: [Cl:27][C:16]1[C:15]([CH2:14][OH:13])=[CH:20][CH:19]=[C:18]([C:21]2[CH:22]=[CH:23][CH:24]=[CH:25][CH:26]=2)[N:17]=1. The catalyst class is: 6.